This data is from Peptide-MHC class II binding affinity with 134,281 pairs from IEDB. The task is: Regression. Given a peptide amino acid sequence and an MHC pseudo amino acid sequence, predict their binding affinity value. This is MHC class II binding data. (1) The peptide sequence is EFGKAKGSRAIWYMW. The MHC is DRB1_0802 with pseudo-sequence DRB1_0802. The binding affinity (normalized) is 0.281. (2) The binding affinity (normalized) is 0.356. The MHC is DRB1_0701 with pseudo-sequence DRB1_0701. The peptide sequence is AGELQIIDKIDAAFK. (3) The peptide sequence is SEEVVENPTIQKEVI. The MHC is DRB1_0101 with pseudo-sequence DRB1_0101. The binding affinity (normalized) is 0.318. (4) The peptide sequence is MGEAVQNTVEDLKLN. The MHC is DRB3_0202 with pseudo-sequence DRB3_0202. The binding affinity (normalized) is 0.159. (5) The peptide sequence is MGQLISFFGEIPSII. The MHC is DRB1_0301 with pseudo-sequence DRB1_0301. The binding affinity (normalized) is 0.127.